From a dataset of Catalyst prediction with 721,799 reactions and 888 catalyst types from USPTO. Predict which catalyst facilitates the given reaction. (1) Reactant: [Br:1][C:2]1[CH:33]=[CH:32][C:31]([O:34]C)=[CH:30][C:3]=1[C:4]([N:6]1[CH2:11][CH2:10][N:9]([C:12](=[O:29])[CH2:13][NH:14][C:15]([C:17]2[CH:22]=[CH:21][C:20]([C:23]3[CH:28]=[CH:27][CH:26]=[CH:25][CH:24]=3)=[CH:19][CH:18]=2)=[O:16])[CH2:8][CH2:7]1)=[O:5].B(Br)(Br)Br. Product: [Br:1][C:2]1[CH:33]=[CH:32][C:31]([OH:34])=[CH:30][C:3]=1[C:4]([N:6]1[CH2:11][CH2:10][N:9]([C:12](=[O:29])[CH2:13][NH:14][C:15]([C:17]2[CH:22]=[CH:21][C:20]([C:23]3[CH:28]=[CH:27][CH:26]=[CH:25][CH:24]=3)=[CH:19][CH:18]=2)=[O:16])[CH2:8][CH2:7]1)=[O:5]. The catalyst class is: 2. (2) Reactant: [N:1]1[CH:2]=[CH:3][N:4]2[CH:9]=[C:8]([C:10]3[CH:15]=[CH:14][C:13]([C:16]([N:18]4[CH2:23][CH2:22][N:21]([CH3:24])[CH2:20][CH2:19]4)=[O:17])=[CH:12][CH:11]=3)[N:7]=[CH:6][C:5]=12.[Br:25]N1C(=O)CCC1=O. Product: [Br:25][C:3]1[N:4]2[CH:9]=[C:8]([C:10]3[CH:15]=[CH:14][C:13]([C:16]([N:18]4[CH2:23][CH2:22][N:21]([CH3:24])[CH2:20][CH2:19]4)=[O:17])=[CH:12][CH:11]=3)[N:7]=[CH:6][C:5]2=[N:1][CH:2]=1. The catalyst class is: 291.